From a dataset of Catalyst prediction with 721,799 reactions and 888 catalyst types from USPTO. Predict which catalyst facilitates the given reaction. (1) Reactant: [Br:1][C:2]1[C:3]([N:10]([CH3:12])[NH2:11])=[N:4][C:5]([S:8][CH3:9])=[N:6][CH:7]=1.[Cl:13][C:14]1[CH:22]=[CH:21][CH:20]=[C:19]([Cl:23])[C:15]=1[C:16](Cl)=[O:17]. Product: [Br:1][C:2]1[C:3]([N:10]([CH3:12])[NH:11][C:16](=[O:17])[C:15]2[C:14]([Cl:13])=[CH:22][CH:21]=[CH:20][C:19]=2[Cl:23])=[N:4][C:5]([S:8][CH3:9])=[N:6][CH:7]=1. The catalyst class is: 236. (2) Product: [F:38][C:25]1[CH:26]=[C:27]([C:30]2[C:31]([C:36]#[N:37])=[CH:32][CH:33]=[CH:34][CH:35]=2)[CH:28]=[CH:29][C:24]=1[CH2:23][C:20]1[C:21](=[O:22])[N:16]([C@H:13]2[CH2:14][CH2:15][C@H:10]([O:9][CH2:8][C:4]3([OH:51])[CH2:7][CH2:6][CH2:5]3)[CH2:11][CH2:12]2)[C:17]2[N:18]([N:42]=[CH:43][N:44]=2)[C:19]=1[CH2:39][CH2:40][CH3:41]. The catalyst class is: 22. Reactant: C([C:4]1([CH2:8][O:9][C@H:10]2[CH2:15][CH2:14][C@H:13]([N:16]3[C:21](=[O:22])[C:20]([CH2:23][C:24]4[CH:29]=[CH:28][C:27]([C:30]5[C:31]([C:36]#[N:37])=[CH:32][CH:33]=[CH:34][CH:35]=5)=[CH:26][C:25]=4[F:38])=[C:19]([CH2:39][CH2:40][CH3:41])[N:18]4[N:42]=[CH:43][N:44]=[C:17]34)[CH2:12][CH2:11]2)[CH2:7][CH2:6][CH2:5]1)(=O)C.O.OO.FC(F)(F)C(OC(=O)C(F)(F)F)=[O:51].C(=O)([O-])O.[Na+].S([O-])([O-])(=O)=S.[Na+].[Na+].